This data is from Full USPTO retrosynthesis dataset with 1.9M reactions from patents (1976-2016). The task is: Predict the reactants needed to synthesize the given product. (1) Given the product [CH3:11][CH:10]([O:7][C:3]1[CH:2]=[C:1]([OH:8])[CH:6]=[CH:5][CH:4]=1)[CH3:12], predict the reactants needed to synthesize it. The reactants are: [C:1]1([OH:8])[CH:6]=[CH:5][CH:4]=[C:3]([OH:7])[CH:2]=1.I[CH:10]([CH3:12])[CH3:11].[OH-].[K+].[OH-].[Na+]. (2) Given the product [CH3:20][O:21][C:22]1[CH:23]=[CH:24][C:25]([C:28]2[C:33]([CH3:34])=[C:32]([C:35]([F:37])([F:36])[F:38])[N:31]3[N:39]=[CH:40][C:41]([C:42]([N:44]4[CH2:49][CH2:48][N:47]([C@H:2]([C:4]5[CH:9]=[CH:8][N:7]=[CH:6][CH:5]=5)[CH3:1])[CH2:46][C@H:45]4[CH3:50])=[O:43])=[C:30]3[N:29]=2)=[CH:26][CH:27]=1, predict the reactants needed to synthesize it. The reactants are: [CH3:1][C@H:2]([C:4]1[CH:9]=[CH:8][N:7]=[CH:6][CH:5]=1)O.CS(Cl)(=O)=O.S([O-])(=O)(=O)C.[CH3:20][O:21][C:22]1[CH:27]=[CH:26][C:25]([C:28]2[C:33]([CH3:34])=[C:32]([C:35]([F:38])([F:37])[F:36])[N:31]3[N:39]=[CH:40][C:41]([C:42]([N:44]4[CH2:49][CH2:48][NH:47][CH2:46][C@H:45]4[CH3:50])=[O:43])=[C:30]3[N:29]=2)=[CH:24][CH:23]=1. (3) The reactants are: [CH2:1]([O:3][C:4]([N:6]1[CH2:11][CH2:10][N:9]([C:12](=[O:42])[C@@H:13]([NH:23][C:24]([C:26]2[CH:30]=[C:29]([O:31][CH2:32][C:33]([OH:35])=O)[N:28]([C:36]3[CH:41]=[CH:40][CH:39]=[CH:38][CH:37]=3)[N:27]=2)=[O:25])[CH2:14][CH2:15][C:16]([O:18]C(C)(C)C)=[O:17])[CH2:8][CH2:7]1)=[O:5])[CH3:2].CN(C([O:50][N:51]1N=N[C:53]2[CH:54]=[CH:55]C=[N:57][C:52]1=2)=[N+](C)C)C.F[P-](F)(F)(F)(F)F.C1C=NC2N(O)N=NC=2C=1.CC[N:79]([CH:83]([CH3:85])[CH3:84])[CH:80]([CH3:82])C.C(O)(C(F)(F)F)=O. Given the product [CH2:1]([O:3][C:4]([N:6]1[CH2:11][CH2:10][N:9]([C:12](=[O:42])[C@@H:13]([NH:23][C:24]([C:26]2[CH:30]=[C:29]([O:31][CH2:32][C:33]([N:79]3[CH2:80][CH2:82][CH2:85][C@H:83]3[C:84]3[O:50][N:51]=[C:52]([CH:53]4[CH2:55][CH2:54]4)[N:57]=3)=[O:35])[N:28]([C:36]3[CH:37]=[CH:38][CH:39]=[CH:40][CH:41]=3)[N:27]=2)=[O:25])[CH2:14][CH2:15][C:16]([OH:18])=[O:17])[CH2:8][CH2:7]1)=[O:5])[CH3:2], predict the reactants needed to synthesize it. (4) Given the product [CH3:22][O:23][C:24](=[O:38])[CH:25]([NH:37][C:5](=[O:7])[CH:4]([NH:9][S:10]([C:13]1[CH:18]=[CH:17][CH:16]=[CH:15][C:14]=1[N+:19]([O-:21])=[O:20])(=[O:11])=[O:12])[CH2:1][CH:3]1[CH2:2][CH2:39]1)[CH2:26][C:27]1[CH:36]=[CH:35][C:34]2[C:29](=[CH:30][CH:31]=[CH:32][CH:33]=2)[CH:28]=1, predict the reactants needed to synthesize it. The reactants are: [CH:1]1([C:4]([NH:9][S:10]([C:13]2[CH:18]=[CH:17][CH:16]=[CH:15][C:14]=2[N+:19]([O-:21])=[O:20])(=[O:12])=[O:11])(C)[C:5]([OH:7])=O)[CH2:3][CH2:2]1.[CH3:22][O:23][C:24](=[O:38])[C@@H:25]([NH2:37])[CH2:26][C:27]1[CH:36]=[CH:35][C:34]2[C:29](=[CH:30][CH:31]=[CH:32][CH:33]=2)[CH:28]=1.[CH3:39]N1CCOCC1.ON1C2C=CC=CC=2N=N1.CN(C)CCCN=C=NCC. (5) Given the product [CH3:9][C:4]1[CH:3]=[C:2]([C:10]2[CH:15]=[CH:14][CH:13]=[CH:12][CH:11]=2)[S:6][C:5]=1[CH:7]=[O:8], predict the reactants needed to synthesize it. The reactants are: Br[C:2]1[S:6][C:5]([CH:7]=[O:8])=[C:4]([CH3:9])[CH:3]=1.[C:10]1(B(O)O)[CH:15]=[CH:14][CH:13]=[CH:12][CH:11]=1.C(=O)([O-])[O-].[Na+].[Na+].COCCOC.